The task is: Binary Classification. Given a miRNA mature sequence and a target amino acid sequence, predict their likelihood of interaction.. This data is from Experimentally validated miRNA-target interactions with 360,000+ pairs, plus equal number of negative samples. The miRNA is hsa-miR-6069 with sequence GGGCUAGGGCCUGCUGCCCCC. The protein sequence of the target gene is MFISGRRTADKWRAEERLQCPAGSARAALARCADGGAVGPFKCVFVGEMAAQVGAVRVVRAVAAQEEPDKEGKEKPHAGVSPRGVKRQRRSSSGGSQEKRGRPSQEPPLAPPHRRRRSRQHPGPLPPTNAAPTVPGPVEPLLLPPPPPPSLAPAGPAVAAPLPAPSTSALFTFSPLTVSAAGPKHKGHKERHKHHHHRGPDGDPSSCGTDLKHKDKQENGERTGGVPLIKAPKRETPDENGKTQRADDFVLKKIKKKKKKKHREDMRGRRLKMYNKEVQTVCAGLTRISKEILTQGQINS.... Result: 0 (no interaction).